Predict the product of the given reaction. From a dataset of Forward reaction prediction with 1.9M reactions from USPTO patents (1976-2016). (1) The product is: [CH3:36][C:38]1[CH:39]=[CH:40][CH:41]=[C:42]2[C:51]=1[N:50]=[C:49]1[C:44]([CH:45]=[CH:46][CH:47]=[C:3]1[C:4]([NH:6][CH2:7][CH2:8][CH2:9][NH:10][CH2:11][CH2:12][CH2:13][NH:14][C:15]1[N:16]=[N+:17]([O-:27])[C:18]3[CH:25]=[CH:24][C:23]([CH3:26])=[CH:22][C:19]=3[N+:20]=1[O-:21])=[O:5])=[N:43]2. Given the reactants N.F[C:3](F)(F)[C:4]([NH:6][CH2:7][CH2:8][CH2:9][N:10](C)[CH2:11][CH2:12][CH2:13][NH:14][C:15]1[N:16]=[N+:17]([O-:27])[C:18]2[CH:25]=[CH:24][C:23]([CH3:26])=[CH:22][C:19]=2[N+:20]=1[O-:21])=[O:5].N1([C:36]([C:38]2[C:51]3[C:42](=[N:43][C:44]4[C:49]([N:50]=3)=C(C)[CH:47]=[CH:46][CH:45]=4)[CH:41]=[CH:40][CH:39]=2)=O)C=CN=C1, predict the reaction product. (2) The product is: [NH2:5][C:4]1[S:6][N:1]=[C:2]([C:9]2[CH:14]=[CH:13][C:12]([N+:15]([O-:17])=[O:16])=[CH:11][CH:10]=2)[C:3]=1[C:7]#[N:8]. Given the reactants [NH2:1]/[C:2](/[C:9]1[CH:14]=[CH:13][C:12]([N+:15]([O-:17])=[O:16])=[CH:11][CH:10]=1)=[C:3](/[C:7]#[N:8])\[C:4](=[S:6])[NH2:5].OO, predict the reaction product. (3) Given the reactants [CH3:1][C:2]1[CH:7]=[CH:6][C:5]([C:8](=[O:12])[C:9](O)=[O:10])=[CH:4][CH:3]=1.S(Cl)([Cl:15])=O.CN(C)C=O, predict the reaction product. The product is: [CH3:1][C:2]1[CH:7]=[CH:6][C:5]([C:8](=[O:12])[C:9]([Cl:15])=[O:10])=[CH:4][CH:3]=1. (4) Given the reactants CC(C)[O-].[Al+3].CC(C)[O-].CC(C)[O-].[CH3:14][C@@H:15]1[O:34][C:32](=[O:33])[C:31]2[C:30]([OH:35])=[CH:29][C:28]([OH:36])=[CH:27][C:26]=2[CH:25]=[CH:24][CH2:23][CH2:22][CH2:21][C:19](=[O:20])[CH2:18][CH2:17][CH2:16]1, predict the reaction product. The product is: [CH3:14][C@@H:15]1[O:34][C:32](=[O:33])[C:31]2[C:30]([OH:35])=[CH:29][C:28]([OH:36])=[CH:27][C:26]=2[CH2:25][CH2:24][CH2:23][CH2:22][CH2:21][C@@H:19]([OH:20])[CH2:18][CH2:17][CH2:16]1. (5) Given the reactants [F:1][C:2]1[CH:10]=[CH:9][CH:8]=[C:7]2[C:3]=1[C:4]([C:11]([O:13]C)=O)=[CH:5][NH:6]2.[NH2:15][CH:16]1[CH2:21][CH2:20][O:19][CH2:18][CH:17]1[OH:22], predict the reaction product. The product is: [F:1][C:2]1[CH:10]=[CH:9][CH:8]=[C:7]2[C:3]=1[C:4]([C:11]([NH:15][CH:16]1[CH2:21][CH2:20][O:19][CH2:18][CH:17]1[OH:22])=[O:13])=[CH:5][NH:6]2. (6) Given the reactants Cl[C:2]1[CH:7]=[CH:6][C:5]([C:8]2[C:13](=[O:14])[N:12]3[CH:15]=[CH:16][CH:17]=[CH:18][C:11]3=[N:10][C:9]=2[N:19]2[CH2:23][CH2:22][CH2:21][CH2:20]2)=[CH:4][CH:3]=1.C(C1N=C2C=CC=CN2C(=O)C=1C1C=CC(Cl)=CC=1)CCC.[NH2:46][C@@H:47]1[CH2:51][CH2:50][N:49]([C:52]([O:54][C:55]([CH3:58])([CH3:57])[CH3:56])=[O:53])[CH2:48]1.NC1CCCN(C(OC(C)(C)C)=O)C1, predict the reaction product. The product is: [O:14]=[C:13]1[N:12]2[CH:15]=[CH:16][CH:17]=[CH:18][C:11]2=[N:10][C:9]([N:19]2[CH2:23][CH2:22][CH2:21][CH2:20]2)=[C:8]1[C:5]1[CH:6]=[CH:7][C:2]([NH:46][C@@H:47]2[CH2:51][CH2:50][N:49]([C:52]([O:54][C:55]([CH3:58])([CH3:57])[CH3:56])=[O:53])[CH2:48]2)=[CH:3][CH:4]=1. (7) Given the reactants [C:1]([O:5][C:6](=[O:37])[CH2:7][O:8][C:9]1[C:14]2[CH2:15][CH2:16][CH2:17][CH2:18][CH:19]([NH:20][S:21]([C:24]3[CH:29]=[C:28]([C:30]([F:33])([F:32])[F:31])[CH:27]=[C:26]([CH:34]([CH3:36])[CH3:35])[CH:25]=3)(=[O:23])=[O:22])[C:13]=2[CH:12]=[CH:11][CH:10]=1)([CH3:4])([CH3:3])[CH3:2].[C:38]([O-])([O-])=O.[K+].[K+].CI, predict the reaction product. The product is: [C:1]([O:5][C:6](=[O:37])[CH2:7][O:8][C:9]1[C:14]2[CH2:15][CH2:16][CH2:17][CH2:18][CH:19]([N:20]([S:21]([C:24]3[CH:29]=[C:28]([C:30]([F:31])([F:32])[F:33])[CH:27]=[C:26]([CH:34]([CH3:35])[CH3:36])[CH:25]=3)(=[O:23])=[O:22])[CH3:38])[C:13]=2[CH:12]=[CH:11][CH:10]=1)([CH3:4])([CH3:3])[CH3:2].